This data is from Forward reaction prediction with 1.9M reactions from USPTO patents (1976-2016). The task is: Predict the product of the given reaction. (1) Given the reactants [OH:1][C:2]1[CH:7]=[CH:6][C:5]([C:8]2([CH2:12][C:13]([O:15][CH2:16][CH3:17])=[O:14])[CH2:11][O:10][CH2:9]2)=[CH:4][CH:3]=1.Br[CH2:19][C:20]1[CH:21]=[C:22]([C:26]2[CH:31]=[CH:30][C:29]([C:32]([F:35])([F:34])[F:33])=[CH:28][CH:27]=2)[CH:23]=[CH:24][CH:25]=1.C([O-])([O-])=O.[Cs+].[Cs+], predict the reaction product. The product is: [F:33][C:32]([F:34])([F:35])[C:29]1[CH:30]=[CH:31][C:26]([C:22]2[CH:23]=[CH:24][CH:25]=[C:20]([CH2:19][O:1][C:2]3[CH:7]=[CH:6][C:5]([C:8]4([CH2:12][C:13]([O:15][CH2:16][CH3:17])=[O:14])[CH2:9][O:10][CH2:11]4)=[CH:4][CH:3]=3)[CH:21]=2)=[CH:27][CH:28]=1. (2) Given the reactants [BH4-].[Na+].[Cl:3][C:4]1[CH:9]=[CH:8][C:7]([CH:10]=[C:11]([C:17]#[N:18])[C:12]([O:14][CH2:15][CH3:16])=[O:13])=[CH:6][C:5]=1[F:19], predict the reaction product. The product is: [Cl:3][C:4]1[CH:9]=[CH:8][C:7]([CH2:10][CH:11]([C:17]#[N:18])[C:12]([O:14][CH2:15][CH3:16])=[O:13])=[CH:6][C:5]=1[F:19].